From a dataset of Catalyst prediction with 721,799 reactions and 888 catalyst types from USPTO. Predict which catalyst facilitates the given reaction. (1) Reactant: [CH3:1][C:2]1[C:10]([C:11]2[S:12][C:13]([C:24]([O:26][CH2:27][CH3:28])=[O:25])=[C:14](OS(C(F)(F)F)(=O)=O)[N:15]=2)=[C:5]2[CH:6]=[CH:7][CH:8]=[CH:9][N:4]2[N:3]=1.[CH2:29](B1OC(C)(C)C(C)(C)O1)[C:30]1[CH:35]=[CH:34][CH:33]=[CH:32][CH:31]=1.C(=O)([O-])[O-].[Cs+].[Cs+].O. Product: [CH2:29]([C:14]1[N:15]=[C:11]([C:10]2[C:2]([CH3:1])=[N:3][N:4]3[CH:9]=[CH:8][CH:7]=[CH:6][C:5]=23)[S:12][C:13]=1[C:24]([O:26][CH2:27][CH3:28])=[O:25])[C:30]1[CH:35]=[CH:34][CH:33]=[CH:32][CH:31]=1. The catalyst class is: 57. (2) Reactant: [F:1][C@@:2]1([CH2:15][OH:16])[CH2:7][CH2:6][CH2:5][N:4]([C:8]([O:10][C:11]([CH3:14])([CH3:13])[CH3:12])=[O:9])[CH2:3]1.[S:17](O[S:17]([C:20]([F:23])([F:22])[F:21])(=[O:19])=[O:18])([C:20]([F:23])([F:22])[F:21])(=[O:19])=[O:18].C(OC(C)C)(=O)C.C(O)(=O)CC(CC(O)=O)(C(O)=O)O. Product: [F:1][C@@:2]1([CH2:15][O:16][S:17]([C:20]([F:23])([F:22])[F:21])(=[O:19])=[O:18])[CH2:7][CH2:6][CH2:5][N:4]([C:8]([O:10][C:11]([CH3:12])([CH3:13])[CH3:14])=[O:9])[CH2:3]1. The catalyst class is: 17.